From a dataset of NCI-60 drug combinations with 297,098 pairs across 59 cell lines. Regression. Given two drug SMILES strings and cell line genomic features, predict the synergy score measuring deviation from expected non-interaction effect. Drug 1: C1CCN(CC1)CCOC2=CC=C(C=C2)C(=O)C3=C(SC4=C3C=CC(=C4)O)C5=CC=C(C=C5)O. Drug 2: C1=NC2=C(N1)C(=S)N=CN2. Cell line: HS 578T. Synergy scores: CSS=-11.9, Synergy_ZIP=7.95, Synergy_Bliss=6.86, Synergy_Loewe=-7.43, Synergy_HSA=-5.64.